This data is from Reaction yield outcomes from USPTO patents with 853,638 reactions. The task is: Predict the reaction yield, written as a fraction of the theoretical maximum amount of product (1.0 means a 100% yield; for example, 0.34 means a 34% yield). (1) The reactants are [C:1]([O:4][C:5]1[CH:14]=[C:13]2[C:8]([C:9](=[O:25])[C:10]([C:15]3[CH:20]=[CH:19][C:18]([O:21][CH3:22])=[C:17]([O:23][CH3:24])[CH:16]=3)=[CH:11][O:12]2)=[CH:7][CH:6]=1)(=[O:3])[CH3:2].[H][H]. The catalyst is C(O)C.[Pd]. The product is [C:1]([O:4][C:5]1[CH:14]=[C:13]2[C:8]([CH:9]([OH:25])[CH:10]([C:15]3[CH:20]=[CH:19][C:18]([O:21][CH3:22])=[C:17]([O:23][CH3:24])[CH:16]=3)[CH2:11][O:12]2)=[CH:7][CH:6]=1)(=[O:3])[CH3:2]. The yield is 1.00. (2) The reactants are [CH2:1]([O:8][C:9]1[C:10]([C:22]([NH:24][CH2:25][C:26]([O:28][CH2:29][CH3:30])=[O:27])=[O:23])=[N:11][C:12]([CH2:16][CH:17]([O:20][CH3:21])[O:18][CH3:19])=[N:13][C:14]=1[CH3:15])[C:2]1[CH:7]=[CH:6][CH:5]=[CH:4][CH:3]=1.[F:31][C:32]1[CH:37]=[CH:36][C:35]([CH:38]([CH2:41][OH:42])[CH2:39][OH:40])=[CH:34][CH:33]=1.O.C1(C)C=CC(S(O)(=O)=O)=CC=1.C(=O)([O-])O.[Na+]. The catalyst is C1(C)C=CC=CC=1. The product is [CH2:1]([O:8][C:9]1[C:10]([C:22]([NH:24][CH2:25][C:26]([O:28][CH2:29][CH3:30])=[O:27])=[O:23])=[N:11][C:12]([CH2:16][C@H:17]2[O:18][CH2:19][C@H:38]([C:35]3[CH:36]=[CH:37][C:32]([F:31])=[CH:33][CH:34]=3)[CH2:21][O:20]2)=[N:13][C:14]=1[CH3:15])[C:2]1[CH:7]=[CH:6][CH:5]=[CH:4][CH:3]=1.[CH2:1]([O:8][C:9]1[C:10]([C:22]([NH:24][CH2:25][C:26]([O:28][CH2:29][CH3:30])=[O:27])=[O:23])=[N:11][C:12]([CH2:16][C@H:17]2[O:42][CH2:41][C@@H:38]([C:35]3[CH:34]=[CH:33][C:32]([F:31])=[CH:37][CH:36]=3)[CH2:39][O:40]2)=[N:13][C:14]=1[CH3:15])[C:2]1[CH:7]=[CH:6][CH:5]=[CH:4][CH:3]=1. The yield is 0.640. (3) The reactants are [CH3:1][O:2][C:3]1[CH:4]=[C:5]2[C:10](=[CH:11][C:12]=1[O:13][CH2:14][CH2:15][O:16][CH3:17])[N:9]=[CH:8][N:7]=[C:6]2[O:18][C:19]1[CH:20]=[C:21]([CH:23]=[CH:24][CH:25]=1)[NH2:22].[C:26]([C:30]1[CH:34]=[C:33]([NH:35][C:36](=O)[O:37]C2C=CC=CC=2)[O:32][N:31]=1)([CH3:29])([CH3:28])[CH3:27]. No catalyst specified. The product is [C:26]([C:30]1[CH:34]=[C:33]([NH:35][C:36]([NH:22][C:21]2[CH:23]=[CH:24][CH:25]=[C:19]([O:18][C:6]3[C:5]4[C:10](=[CH:11][C:12]([O:13][CH2:14][CH2:15][O:16][CH3:17])=[C:3]([O:2][CH3:1])[CH:4]=4)[N:9]=[CH:8][N:7]=3)[CH:20]=2)=[O:37])[O:32][N:31]=1)([CH3:29])([CH3:27])[CH3:28]. The yield is 0.680. (4) The reactants are [CH3:1][C:2]1[CH:7]=[C:6]([C:8]([O:10]C)=[O:9])[CH:5]=[CH:4][C:3]=1[C:12]1[CH:17]=[CH:16][CH:15]=[CH:14][C:13]=1[CH3:18].[OH-].[Na+]. The catalyst is C1COCC1. The product is [CH3:1][C:2]1[CH:7]=[C:6]([C:8]([OH:10])=[O:9])[CH:5]=[CH:4][C:3]=1[C:12]1[CH:17]=[CH:16][CH:15]=[CH:14][C:13]=1[CH3:18]. The yield is 0.950. (5) The reactants are [NH2:1][CH:2]1[CH2:7][CH2:6][N:5]([CH2:8][C:9]2[CH:10]=[CH:11][C:12]([C:15]3[S:23][C:22]4[C:17](=[N:18][CH:19]=[CH:20][C:21]=4[O:24][C:25]4[CH:30]=[CH:29][C:28]([NH:31][C:32]([NH:34][CH:35]5[CH2:37][CH2:36]5)=[O:33])=[CH:27][C:26]=4[F:38])[CH:16]=3)=[N:13][CH:14]=2)[CH2:4][CH2:3]1.N1[CH:44]=[CH:43][CH:42]=[CH:41][CH:40]=1.Cl[C:46]([O-:48])=[O:47].[CH3:49]N1C(=O)CCC1. No catalyst specified. The product is [CH:35]1([NH:34][C:32](=[O:33])[NH:31][C:28]2[CH:29]=[CH:30][C:25]([O:24][C:21]3[CH:20]=[CH:19][N:18]=[C:17]4[CH:16]=[C:15]([C:12]5[N:13]=[CH:14][C:9]([CH2:8][N:5]6[CH2:6][CH2:7][CH:2]([NH:1][C:46](=[O:47])[O:48][C:40]7[CH:49]=[CH:44][CH:43]=[CH:42][CH:41]=7)[CH2:3][CH2:4]6)=[CH:10][CH:11]=5)[S:23][C:22]=34)=[C:26]([F:38])[CH:27]=2)[CH2:36][CH2:37]1. The yield is 0.479.